Dataset: Catalyst prediction with 721,799 reactions and 888 catalyst types from USPTO. Task: Predict which catalyst facilitates the given reaction. (1) Reactant: Cl[C:2]1[C:7]([I:8])=[CH:6][CH:5]=[CH:4][N:3]=1.[N:9]1[CH:14]=[CH:13][CH:12]=[CH:11][C:10]=1[NH:15][C:16]1[CH:21]=[CH:20][C:19]([OH:22])=[CH:18][CH:17]=1.C(=O)([O-])[O-].[Cs+].[Cs+].O. Product: [I:8][C:7]1[C:2]([O:22][C:19]2[CH:18]=[CH:17][C:16]([NH:15][C:10]3[CH:11]=[CH:12][CH:13]=[CH:14][N:9]=3)=[CH:21][CH:20]=2)=[N:3][CH:4]=[CH:5][CH:6]=1. The catalyst class is: 16. (2) Reactant: [Br:1][C:2]1[CH:3]=[C:4]([CH:21]=[C:22]([CH:24]=[O:25])[CH:23]=1)[CH2:5][O:6][C:7]1[CH:12]=[CH:11][CH:10]=[CH:9][C:8]=1[CH2:13][C:14]([O:16][C:17]([CH3:20])([CH3:19])[CH3:18])=[O:15].[CH3:26][Mg+].[Br-]. Product: [Br:1][C:2]1[CH:3]=[C:4]([CH:21]=[C:22]([CH:24]([OH:25])[CH3:26])[CH:23]=1)[CH2:5][O:6][C:7]1[CH:12]=[CH:11][CH:10]=[CH:9][C:8]=1[CH2:13][C:14]([O:16][C:17]([CH3:20])([CH3:19])[CH3:18])=[O:15]. The catalyst class is: 1.